Dataset: Full USPTO retrosynthesis dataset with 1.9M reactions from patents (1976-2016). Task: Predict the reactants needed to synthesize the given product. Given the product [Cl:1][C:2]1[C:7]([CH3:8])=[CH:6][C:5]([S:9]([N:12]2[CH:17]=[CH:16][NH:15][C:14](=[O:18])[C@H:13]2[CH2:19][C:20]([N:24]2[CH2:29][CH2:28][CH:27]([CH2:30][OH:31])[CH2:26][CH2:25]2)=[O:21])(=[O:11])=[O:10])=[C:4]([CH3:23])[CH:3]=1, predict the reactants needed to synthesize it. The reactants are: [Cl:1][C:2]1[C:7]([CH3:8])=[CH:6][C:5]([S:9]([N:12]2[CH:17]=[CH:16][NH:15][C:14](=[O:18])[C@H:13]2[CH2:19][C:20](O)=[O:21])(=[O:11])=[O:10])=[C:4]([CH3:23])[CH:3]=1.[NH:24]1[CH2:29][CH2:28][CH:27]([CH2:30][OH:31])[CH2:26][CH2:25]1.ON1C2C=CC=CC=2N=N1.CCN=C=NCCCN(C)C.Cl.